This data is from Reaction yield outcomes from USPTO patents with 853,638 reactions. The task is: Predict the reaction yield, written as a fraction of the theoretical maximum amount of product (1.0 means a 100% yield; for example, 0.34 means a 34% yield). The reactants are [CH:1]1([C:7]#[C:8][C:9]2[CH:10]=[CH:11][C:12]([NH:18][C:19]([C:21]3[CH:26]=[CH:25][C:24]([CH:27]4[CH2:32][CH2:31][CH2:30][CH2:29][CH2:28]4)=[CH:23][CH:22]=3)=[O:20])=[C:13]([CH:17]=2)[C:14]([OH:16])=[O:15])[CH2:6][CH2:5][CH2:4][CH2:3][CH2:2]1. The catalyst is C(O)C.[Pd]. The product is [CH:1]1([CH2:7][CH2:8][C:9]2[CH:10]=[CH:11][C:12]([NH:18][C:19]([C:21]3[CH:26]=[CH:25][C:24]([CH:27]4[CH2:32][CH2:31][CH2:30][CH2:29][CH2:28]4)=[CH:23][CH:22]=3)=[O:20])=[C:13]([CH:17]=2)[C:14]([OH:16])=[O:15])[CH2:6][CH2:5][CH2:4][CH2:3][CH2:2]1. The yield is 0.810.